From a dataset of Reaction yield outcomes from USPTO patents with 853,638 reactions. Predict the reaction yield, written as a fraction of the theoretical maximum amount of product (1.0 means a 100% yield; for example, 0.34 means a 34% yield). (1) The reactants are [CH3:1][O:2][C:3]1[CH:4]=[C:5]([CH:21]=[CH:22][C:23]=1[O:24][CH2:25][C:26]1[C:27]([CH3:37])=[N:28][N:29]([C:31]2[CH:36]=[CH:35][CH:34]=[CH:33][N:32]=2)[CH:30]=1)[CH2:6][O:7][C:8]1[C:12]([CH:13]=O)=[CH:11][N:10]([C:15]2[CH:20]=[CH:19][CH:18]=[CH:17][CH:16]=2)[N:9]=1.[CH2:38]([P:47](=[O:54])([O:51][CH2:52][CH3:53])[O:48][CH2:49][CH3:50])P(=O)(OCC)OCC.CN(C)C=O.[H-].[Na+]. The catalyst is O. The product is [CH3:1][O:2][C:3]1[CH:4]=[C:5]([CH:21]=[CH:22][C:23]=1[O:24][CH2:25][C:26]1[C:27]([CH3:37])=[N:28][N:29]([C:31]2[CH:36]=[CH:35][CH:34]=[CH:33][N:32]=2)[CH:30]=1)[CH2:6][O:7][C:8]1[C:12](/[CH:13]=[CH:38]/[P:47](=[O:54])([O:48][CH2:49][CH3:50])[O:51][CH2:52][CH3:53])=[CH:11][N:10]([C:15]2[CH:16]=[CH:17][CH:18]=[CH:19][CH:20]=2)[N:9]=1. The yield is 0.670. (2) The reactants are I[C:2]1[C:3](=[O:17])[NH:4][C:5](=[O:16])[N:6]([CH:15]=1)[C@@H:7]1[O:14][C@H:11]([CH2:12][OH:13])[C@@H:9]([OH:10])[CH2:8]1.C(N(CCCC)CCCC)CCC.[CH:31]([CH:33]1[CH2:38][CH2:37][CH2:36][CH2:35][CH2:34]1)=[CH2:32].C(Cl)(Cl)Cl. The catalyst is CN(C=O)C.O1CCOCC1.C([O-])(=O)C.[Pd+2].C([O-])(=O)C.CO. The product is [CH:33]1([CH:31]=[CH:32][C:2]2[C:3](=[O:17])[NH:4][C:5](=[O:16])[N:6]([CH:15]=2)[C@@H:7]2[O:14][C@H:11]([CH2:12][OH:13])[C@@H:9]([OH:10])[CH2:8]2)[CH2:38][CH2:37][CH2:36][CH2:35][CH2:34]1. The yield is 0.840. (3) No catalyst specified. The reactants are Br[C:2]1[CH:3]=[CH:4][C:5]2[C:11]3[N:12]=[C:13]([NH:15][C:16]([CH3:20])([CH3:19])[CH2:17][OH:18])[S:14][C:10]=3[CH2:9][CH2:8][O:7][C:6]=2[CH:21]=1.[CH3:22][C:23]([OH:40])([CH3:39])[CH2:24][N:25]1[CH:29]=[C:28](B2OC(C)(C)C(C)(C)O2)[CH:27]=[N:26]1. The product is [OH:40][C:23]([CH3:39])([CH3:22])[CH2:24][N:25]1[CH:29]=[C:28]([C:2]2[CH:3]=[CH:4][C:5]3[C:11]4[N:12]=[C:13]([NH:15][C:16]([CH3:20])([CH3:19])[CH2:17][OH:18])[S:14][C:10]=4[CH2:9][CH2:8][O:7][C:6]=3[CH:21]=2)[CH:27]=[N:26]1. The yield is 0.180. (4) The product is [C:20]([O:14][CH2:11][CH3:12])(=[O:28])[CH3:19].[CH3:5][CH2:4][CH2:3][CH:2]([CH3:7])[CH3:1].[CH2:31]([N:38]1[CH2:39][CH2:40][CH:41]([O:44][CH:45]([C:53]2[CH:54]=[CH:55][C:56]([Cl:59])=[CH:57][CH:58]=2)[C:46]2[CH:47]=[CH:48][C:49]([Cl:15])=[CH:50][CH:51]=2)[CH2:42][CH2:43]1)[C:32]1[CH:37]=[CH:36][CH:35]=[CH:34][CH:33]=1. The yield is 0.200. The reactants are [CH2:1](N1C[CH2:12][CH:11]([OH:14])CC1)[C:2]1[CH:7]=C[CH:5]=[CH:4][CH:3]=1.[Cl:15]C1C=C[C:19]([CH:20]([OH:28])C2C=CC(Cl)=CC=2)=CC=1.[CH2:31]([N:38]1[CH2:43][CH2:42][CH:41]([O:44][CH:45]([C:53]2[CH:58]=[CH:57][C:56]([Cl:59])=[CH:55][CH:54]=2)[C:46]2[CH:51]=[CH:50][CH:49]=[CH:48][C:47]=2Cl)[CH2:40][CH2:39]1)[C:32]1[CH:37]=[CH:36][CH:35]=[CH:34][CH:33]=1. No catalyst specified. (5) The catalyst is CC#N. The product is [OH:27][CH:13]1[CH:14]([N:16]2[CH:24]=[N:23][C:22]3[C:17]2=[N:18][CH:19]=[N:20][C:21]=3[NH:25][CH3:26])[O:15][CH:11]([CH:10]=[CH:9][P:4](=[O:3])([OH:6])[OH:5])[CH2:12]1. The reactants are C([O:3][P:4]([CH:9]=[CH:10][CH:11]1[O:15][CH:14]([N:16]2[CH:24]=[N:23][C:22]3[C:17]2=[N:18][CH:19]=[N:20][C:21]=3[NH:25][CH3:26])[CH:13]([O:27]C(=O)C2C=CC=CC=2)[CH2:12]1)([O:6]CC)=[O:5])C.C[Si](Br)(C)C. The yield is 0.510. (6) The reactants are [CH3:1][C:2]1[CH:7]=[CH:6][C:5]([S:8]([O:11][CH2:12][C@@H:13]2[C@@H:17]([CH2:18][O:19][S:20]([C:23]3[CH:28]=[CH:27][C:26]([CH3:29])=[CH:25][CH:24]=3)(=[O:22])=[O:21])[O:16]C(C)(C)[O:14]2)(=[O:10])=[O:9])=[CH:4][CH:3]=1.CC1C=CC(S(O)(=O)=O)=CC=1.O. The catalyst is C1COCC1. The product is [CH3:1][C:2]1[CH:7]=[CH:6][C:5]([S:8]([O:11][CH2:12][C@@H:13]([OH:14])[C@H:17]([OH:16])[CH2:18][O:19][S:20]([C:23]2[CH:24]=[CH:25][C:26]([CH3:29])=[CH:27][CH:28]=2)(=[O:22])=[O:21])(=[O:9])=[O:10])=[CH:4][CH:3]=1. The yield is 1.00. (7) The reactants are [C:1]([N:8]1[CH2:13][CH2:12][S:11][CH2:10][CH:9]1C(O)=O)([O:3][C:4](C)(C)[CH3:5])=[O:2].Cl.C(OC(=O)[C@H](CS)N)C.C(N(CC)CC)C.BrC(Br)C. The catalyst is C1COCC1. The product is [CH2:4]([O:3][C:1]([N:8]1[CH2:9][CH2:10][S:11][CH2:12][CH2:13]1)=[O:2])[CH3:5]. The yield is 0.870.